This data is from Forward reaction prediction with 1.9M reactions from USPTO patents (1976-2016). The task is: Predict the product of the given reaction. (1) Given the reactants C1(P(C2C=CC=CC=2)C2C=CC=CC=2)C=CC=CC=1.N1C=CN=C1.[I:25]I.[CH:27]1([CH2:34]O)[CH2:33][CH2:32][CH2:31][CH2:30][CH2:29][CH2:28]1, predict the reaction product. The product is: [CH:27]1([CH2:34][I:25])[CH2:33][CH2:32][CH2:31][CH2:30][CH2:29][CH2:28]1. (2) The product is: [Br:1][C:2]1[CH:3]=[CH:4][C:5]([CH2:8][CH2:9][CH2:10][C:11]2[N:60]([CH2:61][CH3:62])[C:58](=[O:59])[N:56]([CH2:55][C:54]3[CH:53]=[CH:52][C:51]([C:47]([CH3:48])([CH3:50])[CH3:49])=[CH:64][CH:63]=3)[N:57]=2)=[N:6][CH:7]=1. Given the reactants [Br:1][C:2]1[CH:3]=[CH:4][C:5]([CH2:8][CH2:9][CH2:10][C:11](O)=O)=[N:6][CH:7]=1.CN(C(ON1N=NC2C=CC=NC1=2)=[N+](C)C)C.F[P-](F)(F)(F)(F)F.C(N(C(C)C)CC)(C)C.[C:47]([C:51]1[CH:64]=[CH:63][C:54]([CH2:55][N:56]([C:58]([NH:60][CH2:61][CH3:62])=[O:59])[NH2:57])=[CH:53][CH:52]=1)([CH3:50])([CH3:49])[CH3:48].C12(CS(O)(=O)=O)C(C)(C)C(CC1)CC2=O, predict the reaction product. (3) Given the reactants [Cl:1][C:2]1[CH:7]=[C:6](Cl)[N:5]=[CH:4][N:3]=1.[CH3:9][O:10][C:11]1[CH:12]=[C:13](B(O)O)[CH:14]=[CH:15][CH:16]=1.C(=O)([O-])[O-].[K+].[K+], predict the reaction product. The product is: [Cl:1][C:2]1[N:3]=[CH:4][N:5]=[C:6]([C:15]2[CH:14]=[CH:13][CH:12]=[C:11]([O:10][CH3:9])[CH:16]=2)[CH:7]=1. (4) The product is: [C:1]([O:4][CH2:5][C@@H:6]1[O:10][C:9](=[O:11])[N:8]([C:12]2[CH:17]=[CH:16][C:15]([I:19])=[C:14]([F:18])[CH:13]=2)[CH2:7]1)(=[O:3])[CH3:2]. Given the reactants [C:1]([O:4][CH2:5][C@@H:6]1[O:10][C:9](=[O:11])[N:8]([C:12]2[CH:17]=[CH:16][CH:15]=[C:14]([F:18])[CH:13]=2)[CH2:7]1)(=[O:3])[CH3:2].[I:19]Cl, predict the reaction product. (5) Given the reactants [CH2:1]([OH:8])[C:2]1[CH:7]=[CH:6][CH:5]=[CH:4][CH:3]=1.N1C=CC=CC=1.Cl[C:16]([O:18][CH:19]([Cl:21])[CH3:20])=[O:17], predict the reaction product. The product is: [C:16](=[O:17])([O:18][CH:19]([Cl:21])[CH3:20])[O:8][CH2:1][C:2]1[CH:7]=[CH:6][CH:5]=[CH:4][CH:3]=1. (6) Given the reactants [CH3:1][O:2][C:3](=[O:19])[CH2:4][NH:5][C:6]1[CH:7]=[N:8][CH:9]=[CH:10][C:11]=1[C:12]1[CH:17]=[CH:16][CH:15]=[CH:14][C:13]=1[Cl:18].[CH3:20][S:21]([C:24]1[CH:25]=[C:26]([CH:30]=[C:31]([C:33]([F:36])([F:35])[F:34])[CH:32]=1)[C:27](O)=[O:28])(=[O:23])=[O:22], predict the reaction product. The product is: [CH3:1][O:2][C:3](=[O:19])[CH2:4][N:5]([C:6]1[CH:7]=[N:8][CH:9]=[CH:10][C:11]=1[C:12]1[CH:17]=[CH:16][CH:15]=[CH:14][C:13]=1[Cl:18])[C:27](=[O:28])[C:26]1[CH:30]=[C:31]([C:33]([F:36])([F:34])[F:35])[CH:32]=[C:24]([S:21]([CH3:20])(=[O:23])=[O:22])[CH:25]=1. (7) Given the reactants [CH3:1][O:2][C:3]1[CH:8]=[CH:7][C:6]([Mg]Br)=[CH:5][CH:4]=1.[O:11]=[C:12]1[C:20](=[O:21])[C:19]2[C:14](=[C:15]([C:22]([O:24][CH3:25])=[O:23])[CH:16]=[CH:17][CH:18]=2)[NH:13]1, predict the reaction product. The product is: [OH:21][C:20]1([C:6]2[CH:7]=[CH:8][C:3]([O:2][CH3:1])=[CH:4][CH:5]=2)[C:19]2[C:14](=[C:15]([C:22]([O:24][CH3:25])=[O:23])[CH:16]=[CH:17][CH:18]=2)[NH:13][C:12]1=[O:11]. (8) Given the reactants Cl.Cl.[NH2:3][C:4]1[N:9]=[CH:8][C:7]([CH2:10][CH:11]([C:15]2[N:16]=[CH:17][N:18]([CH:20]3[CH2:25][CH2:24][CH2:23][CH2:22][CH2:21]3)[CH:19]=2)[C:12]([OH:14])=[O:13])=[CH:6][CH:5]=1.[CH:26](O)([CH3:28])[CH3:27], predict the reaction product. The product is: [NH2:3][C:4]1[N:9]=[CH:8][C:7]([CH2:10][CH:11]([C:15]2[N:16]=[CH:17][N:18]([CH:20]3[CH2:25][CH2:24][CH2:23][CH2:22][CH2:21]3)[CH:19]=2)[C:12]([O:14][CH:26]([CH3:28])[CH3:27])=[O:13])=[CH:6][CH:5]=1.